Regression. Given two drug SMILES strings and cell line genomic features, predict the synergy score measuring deviation from expected non-interaction effect. From a dataset of NCI-60 drug combinations with 297,098 pairs across 59 cell lines. (1) Synergy scores: CSS=26.2, Synergy_ZIP=-8.12, Synergy_Bliss=-6.32, Synergy_Loewe=-2.67, Synergy_HSA=-1.32. Cell line: NCI-H522. Drug 2: CC1CCC2CC(C(=CC=CC=CC(CC(C(=O)C(C(C(=CC(C(=O)CC(OC(=O)C3CCCCN3C(=O)C(=O)C1(O2)O)C(C)CC4CCC(C(C4)OC)O)C)C)O)OC)C)C)C)OC. Drug 1: CC(CN1CC(=O)NC(=O)C1)N2CC(=O)NC(=O)C2. (2) Drug 1: CC1=C(C(CCC1)(C)C)C=CC(=CC=CC(=CC(=O)O)C)C. Drug 2: CC1C(C(CC(O1)OC2CC(OC(C2O)C)OC3=CC4=CC5=C(C(=O)C(C(C5)C(C(=O)C(C(C)O)O)OC)OC6CC(C(C(O6)C)O)OC7CC(C(C(O7)C)O)OC8CC(C(C(O8)C)O)(C)O)C(=C4C(=C3C)O)O)O)O. Cell line: HOP-62. Synergy scores: CSS=41.1, Synergy_ZIP=12.0, Synergy_Bliss=6.57, Synergy_Loewe=-38.6, Synergy_HSA=1.62. (3) Drug 1: CC1=C(C=C(C=C1)NC2=NC=CC(=N2)N(C)C3=CC4=NN(C(=C4C=C3)C)C)S(=O)(=O)N.Cl. Drug 2: C1C(C(OC1N2C=NC3=C(N=C(N=C32)Cl)N)CO)O. Cell line: MALME-3M. Synergy scores: CSS=10.8, Synergy_ZIP=-0.183, Synergy_Bliss=3.56, Synergy_Loewe=2.30, Synergy_HSA=2.38. (4) Cell line: BT-549. Drug 2: C1CCN(CC1)CCOC2=CC=C(C=C2)C(=O)C3=C(SC4=C3C=CC(=C4)O)C5=CC=C(C=C5)O. Drug 1: C1CCC(C1)C(CC#N)N2C=C(C=N2)C3=C4C=CNC4=NC=N3. Synergy scores: CSS=7.26, Synergy_ZIP=1.60, Synergy_Bliss=9.77, Synergy_Loewe=5.98, Synergy_HSA=6.52. (5) Drug 1: CC1=C(C=C(C=C1)NC(=O)C2=CC=C(C=C2)CN3CCN(CC3)C)NC4=NC=CC(=N4)C5=CN=CC=C5. Drug 2: CC1CCC2CC(C(=CC=CC=CC(CC(C(=O)C(C(C(=CC(C(=O)CC(OC(=O)C3CCCCN3C(=O)C(=O)C1(O2)O)C(C)CC4CCC(C(C4)OC)OCCO)C)C)O)OC)C)C)C)OC. Cell line: M14. Synergy scores: CSS=-3.41, Synergy_ZIP=2.11, Synergy_Bliss=1.80, Synergy_Loewe=-7.07, Synergy_HSA=-3.66. (6) Drug 1: CNC(=O)C1=CC=CC=C1SC2=CC3=C(C=C2)C(=NN3)C=CC4=CC=CC=N4. Drug 2: CCC(=C(C1=CC=CC=C1)C2=CC=C(C=C2)OCCN(C)C)C3=CC=CC=C3.C(C(=O)O)C(CC(=O)O)(C(=O)O)O. Cell line: TK-10. Synergy scores: CSS=1.47, Synergy_ZIP=4.95, Synergy_Bliss=0.314, Synergy_Loewe=-0.171, Synergy_HSA=-0.163. (7) Drug 1: CC12CCC3C(C1CCC2O)C(CC4=C3C=CC(=C4)O)CCCCCCCCCS(=O)CCCC(C(F)(F)F)(F)F. Drug 2: C1CCC(C(C1)N)N.C(=O)(C(=O)[O-])[O-].[Pt+4]. Cell line: SNB-75. Synergy scores: CSS=1.71, Synergy_ZIP=-1.39, Synergy_Bliss=0.843, Synergy_Loewe=0.423, Synergy_HSA=0.744. (8) Drug 1: CC(C1=C(C=CC(=C1Cl)F)Cl)OC2=C(N=CC(=C2)C3=CN(N=C3)C4CCNCC4)N. Drug 2: CC1=CC=C(C=C1)C2=CC(=NN2C3=CC=C(C=C3)S(=O)(=O)N)C(F)(F)F. Cell line: NCI/ADR-RES. Synergy scores: CSS=3.05, Synergy_ZIP=-0.273, Synergy_Bliss=2.33, Synergy_Loewe=1.66, Synergy_HSA=1.22. (9) Drug 1: C1=C(C(=O)NC(=O)N1)N(CCCl)CCCl. Drug 2: CC1C(C(CC(O1)OC2CC(CC3=C2C(=C4C(=C3O)C(=O)C5=CC=CC=C5C4=O)O)(C(=O)C)O)N)O. Cell line: MDA-MB-231. Synergy scores: CSS=50.4, Synergy_ZIP=-6.97, Synergy_Bliss=-1.86, Synergy_Loewe=-3.75, Synergy_HSA=2.89. (10) Drug 1: CN1CCC(CC1)COC2=C(C=C3C(=C2)N=CN=C3NC4=C(C=C(C=C4)Br)F)OC. Drug 2: CCC1=C2CN3C(=CC4=C(C3=O)COC(=O)C4(CC)O)C2=NC5=C1C=C(C=C5)O. Cell line: SR. Synergy scores: CSS=66.8, Synergy_ZIP=1.25, Synergy_Bliss=0.862, Synergy_Loewe=-26.1, Synergy_HSA=0.901.